From a dataset of Full USPTO retrosynthesis dataset with 1.9M reactions from patents (1976-2016). Predict the reactants needed to synthesize the given product. (1) The reactants are: [Cl:1][C:2]1[CH:3]=[C:4]([C:12]2[O:16][N:15]=[C:14]([C:17]3[CH:18]=[CH:19][C:20]([CH2:27][CH2:28][CH2:29][C:30]([O:32]CC)=[O:31])=[C:21]4[C:25]=3[N:24]([CH3:26])[CH:23]=[CH:22]4)[N:13]=2)[CH:5]=[CH:6][C:7]=1[O:8][CH:9]([CH3:11])[CH3:10].[OH-].[Na+]. Given the product [Cl:1][C:2]1[CH:3]=[C:4]([C:12]2[O:16][N:15]=[C:14]([C:17]3[CH:18]=[CH:19][C:20]([CH2:27][CH2:28][CH2:29][C:30]([OH:32])=[O:31])=[C:21]4[C:25]=3[N:24]([CH3:26])[CH:23]=[CH:22]4)[N:13]=2)[CH:5]=[CH:6][C:7]=1[O:8][CH:9]([CH3:11])[CH3:10], predict the reactants needed to synthesize it. (2) Given the product [CH3:15][O:14][C:11]1[CH:10]=[CH:9][C:8]([CH2:7][N:5]2[CH:6]=[C:2]([I:1])[C:3]([CH2:16][OH:17])=[N:4]2)=[CH:13][CH:12]=1, predict the reactants needed to synthesize it. The reactants are: [I:1][C:2]1[C:3]([C:16](OCC)=[O:17])=[N:4][N:5]([CH2:7][C:8]2[CH:13]=[CH:12][C:11]([O:14][CH3:15])=[CH:10][CH:9]=2)[CH:6]=1.[Li+].[BH4-].O. (3) The reactants are: Br[C:2]1[CH:7]=[C:6]([Br:8])[CH:5]=[C:4]([Br:9])[CH:3]=1.CCCCCC.C([Li])CCC.[F:21][C:22]([F:30])([F:29])[C:23]([C:25]([F:28])([F:27])[F:26])=[O:24]. Given the product [F:21][C:22]([F:30])([F:29])[C:23]([C:2]1[CH:7]=[C:6]([Br:8])[CH:5]=[C:4]([Br:9])[CH:3]=1)([OH:24])[C:25]([F:28])([F:27])[F:26], predict the reactants needed to synthesize it. (4) Given the product [OH:1][C:2]1([CH3:18])[CH2:7][CH2:6][CH2:5][N:4]([C:8]([O:10][CH2:11][C:12]2[CH:17]=[CH:16][CH:15]=[CH:14][CH:13]=2)=[O:9])[CH2:3]1, predict the reactants needed to synthesize it. The reactants are: [O:1]=[C:2]1[CH2:7][CH2:6][CH2:5][N:4]([C:8]([O:10][CH2:11][C:12]2[CH:17]=[CH:16][CH:15]=[CH:14][CH:13]=2)=[O:9])[CH2:3]1.[CH3:18][Mg+].[Br-]. (5) The reactants are: [CH3:1][O:2][CH2:3][C:4]1[CH:5]=[N:6][NH:7][CH:8]=1.Br[C:10]1[CH:11]=[C:12]2[C:20](=[CH:21][CH:22]=1)[O:19][C:18]1([CH2:25][CH2:24][CH2:23]1)[C:14]1([CH2:17][O:16][CH2:15]1)[C:13]2=[O:26].CN[C@@H]1CCCC[C@H]1NC.C([O-])([O-])=O.[K+].[K+]. Given the product [CH3:1][O:2][CH2:3][C:4]1[CH:5]=[N:6][N:7]([C:10]2[CH:11]=[C:12]3[C:20](=[CH:21][CH:22]=2)[O:19][C:18]2([CH2:25][CH2:24][CH2:23]2)[C:14]2([CH2:17][O:16][CH2:15]2)[C:13]3=[O:26])[CH:8]=1, predict the reactants needed to synthesize it. (6) Given the product [I-:12].[O:8]1[CH2:9][CH2:10][C:6]([N+:1]2([CH3:11])[CH2:5][CH2:4][CH2:3][CH2:2]2)=[N:7]1, predict the reactants needed to synthesize it. The reactants are: [N:1]1([C:6]2[CH2:10][CH2:9][O:8][N:7]=2)[CH2:5][CH2:4][CH2:3][CH2:2]1.[CH3:11][I:12]. (7) Given the product [F:23][C:22]([F:24])=[CH:21][CH:19]1[CH2:20][N:16]([CH2:15][C:8]2[N:6]3[N:7]=[C:2]([O:27][CH3:26])[CH:3]=[CH:4][C:5]3=[N:10][C:9]=2[C:11]([F:14])([F:13])[F:12])[C:17](=[O:25])[CH2:18]1, predict the reactants needed to synthesize it. The reactants are: Cl[C:2]1[CH:3]=[CH:4][C:5]2[N:6]([C:8]([CH2:15][N:16]3[CH2:20][CH:19]([CH:21]=[C:22]([F:24])[F:23])[CH2:18][C:17]3=[O:25])=[C:9]([C:11]([F:14])([F:13])[F:12])[N:10]=2)[N:7]=1.[CH3:26][O-:27].[Na+].O.